Dataset: Forward reaction prediction with 1.9M reactions from USPTO patents (1976-2016). Task: Predict the product of the given reaction. (1) Given the reactants [CH2:1]([O:3][C:4]1[CH:13]=[CH:12][C:7]2[N:8]=[C:9]([NH2:11])[S:10][C:6]=2[CH:5]=1)[CH3:2].C(N(C(C)C)CC)(C)C.CNC1(NC)C=CN=CC1.[Cl:33][C:34]1[CH:35]=[C:36]([CH:40]=[CH:41][CH:42]=1)[C:37](Cl)=[O:38], predict the reaction product. The product is: [Cl:33][C:34]1[CH:35]=[C:36]([CH:40]=[CH:41][CH:42]=1)[C:37]([NH:11][C:9]1[S:10][C:6]2[CH:5]=[C:4]([O:3][CH2:1][CH3:2])[CH:13]=[CH:12][C:7]=2[N:8]=1)=[O:38]. (2) Given the reactants [C:9](O[C:9]([O:11][C:12]([CH3:15])([CH3:14])[CH3:13])=[O:10])([O:11][C:12]([CH3:15])([CH3:14])[CH3:13])=[O:10].[NH2:16][C:17]1[CH:24]=[CH:23][C:20]([CH2:21][NH2:22])=[CH:19][CH:18]=1, predict the reaction product. The product is: [NH2:16][C:17]1[CH:24]=[CH:23][C:20]([CH2:21][NH:22][C:9](=[O:10])[O:11][C:12]([CH3:13])([CH3:14])[CH3:15])=[CH:19][CH:18]=1. (3) Given the reactants [N:1]1([C:8]2[N:13]=[CH:12][C:11]([NH:14][C:15]([C:17]3[N:18]=[C:19]([C:26]4[CH:31]=[CH:30][CH:29]=[CH:28][CH:27]=4)[O:20][C:21]=3[C:22]([F:25])([F:24])[F:23])=[O:16])=[CH:10][CH:9]=2)[CH2:7][CH2:6][CH2:5][NH:4][CH2:3][CH2:2]1.[Cl:32][C:33]1[CH:38]=[CH:37][CH:36]=[CH:35][C:34]=1[N:39]=[C:40]=[O:41], predict the reaction product. The product is: [Cl:32][C:33]1[CH:38]=[CH:37][CH:36]=[CH:35][C:34]=1[NH:39][C:40]([N:4]1[CH2:5][CH2:6][CH2:7][N:1]([C:8]2[N:13]=[CH:12][C:11]([NH:14][C:15]([C:17]3[N:18]=[C:19]([C:26]4[CH:31]=[CH:30][CH:29]=[CH:28][CH:27]=4)[O:20][C:21]=3[C:22]([F:23])([F:25])[F:24])=[O:16])=[CH:10][CH:9]=2)[CH2:2][CH2:3]1)=[O:41]. (4) Given the reactants [C:1](=[O:15])([O:10][C:11]([CH3:14])([CH3:13])[CH3:12])O[C:1]([O:10][C:11]([CH3:14])([CH3:13])[CH3:12])=[O:15].[CH2:16]([NH2:19])[C:17]#[CH:18], predict the reaction product. The product is: [CH2:16]([NH:19][C:1](=[O:15])[O:10][C:11]([CH3:12])([CH3:13])[CH3:14])[C:17]#[CH:18]. (5) Given the reactants [CH2:1]([C:8]1[O:9][C:10]2[CH:29]=[CH:28][CH:27]=[CH:26][C:11]=2[C:12]=1[C:13]1[CH:18]=[CH:17][C:16]([C:19]2[CH:24]=[CH:23][C:22]([OH:25])=[CH:21][CH:20]=2)=[CH:15][CH:14]=1)[C:2]1[CH:7]=[CH:6][CH:5]=[CH:4][CH:3]=1.C[O:31][C:32](=[O:36])[C@H:33]([CH3:35])O, predict the reaction product. The product is: [CH2:1]([C:8]1[O:9][C:10]2[CH:29]=[CH:28][CH:27]=[CH:26][C:11]=2[C:12]=1[C:13]1[CH:18]=[CH:17][C:16]([C:19]2[CH:24]=[CH:23][C:22]([O:25][C@H:33]([CH3:35])[C:32]([OH:36])=[O:31])=[CH:21][CH:20]=2)=[CH:15][CH:14]=1)[C:2]1[CH:3]=[CH:4][CH:5]=[CH:6][CH:7]=1. (6) Given the reactants [N:1]1([C:7]2[CH:12]=[CH:11][CH:10]=[CH:9][C:8]=2[CH2:13][OH:14])[CH2:6][CH2:5][NH:4][CH2:3][CH2:2]1.Cl.Cl[C:17]1[CH:22]=[CH:21][N:20]=[CH:19][CH:18]=1.[OH-].[K+].C(=O)([O-])[O-].[K+].[K+], predict the reaction product. The product is: [N:20]1[CH:21]=[CH:22][C:17]([O:14][CH2:13][C:8]2[CH:9]=[CH:10][CH:11]=[CH:12][C:7]=2[N:1]2[CH2:6][CH2:5][NH:4][CH2:3][CH2:2]2)=[CH:18][CH:19]=1. (7) Given the reactants I[C:2]1[CH:3]=[N:4][CH:5]=[CH:6][C:7]=1[NH:8][C:9](=[O:15])[O:10][C:11]([CH3:14])([CH3:13])[CH3:12].[Cl:16][C:17]1[C:22](B(O)O)=[CH:21][CH:20]=[C:19]([Cl:26])[N:18]=1.C1(P(C2C=CC=CC=2)C2C=CC=CC=2)C=CC=CC=1.C(N(CC)CC)C, predict the reaction product. The product is: [Cl:16][C:17]1[C:22]([C:2]2[CH:3]=[N:4][CH:5]=[CH:6][C:7]=2[NH:8][C:9](=[O:15])[O:10][C:11]([CH3:14])([CH3:13])[CH3:12])=[CH:21][CH:20]=[C:19]([Cl:26])[N:18]=1.